This data is from Experimentally validated miRNA-target interactions with 360,000+ pairs, plus equal number of negative samples. The task is: Binary Classification. Given a miRNA mature sequence and a target amino acid sequence, predict their likelihood of interaction. (1) The miRNA is hsa-miR-1270 with sequence CUGGAGAUAUGGAAGAGCUGUGU. Result: 0 (no interaction). The protein sequence of the target gene is MAPAASRLRAEAGLGALPRRALAQYLLFLRLYPVLTKAATSGILSALGNFLAQMIEKKRKKENSRSLDVGGPLRYAVYGFFFTGPLSHFFYFFMEHWIPPEVPLAGLRRLLLDRLVFAPAFLMLFFLIMNFLEGKDASAFAAKMRGGFWPALRMNWRVWTPLQFININYVPLKFRVLFANLAALFWYAYLASLGK. (2) The miRNA is cel-miR-793 with sequence UGAGGUAUCUUAGUUAGACAGA. The protein sequence of the target gene is MAAATAAAAPQQLSDEELFSQLRRYGLSPGPVTESTRPVYLKKLKKLREEEQQQQQQQQQQQHRAGGRGNKTRNSNNNNTATAMGGRPGSGDLAYLRSPAGLGRLSASAAESPVAGGSGGAAAVPAAGSKVLLGFSSDESDVEASPREQAGGGGGGGARRDRAALQYRGLRAPPAPPAAGEVTGGHPGERRKPHSWWGARRPAGPEPQPPAAGSDGAAEDADEELADGEDRDPEAEEPLWASRAVNGSRLLPYSSCREHYSDSEEEEEEGEEDGDVAPARQVLKDDSLARHRPRRSHSKP.... Result: 0 (no interaction). (3) The miRNA is hsa-miR-6867-5p with sequence UGUGUGUGUAGAGGAAGAAGGGA. The protein sequence of the target gene is MEKSWMLWNFVERWLIALASWSWALCRISLLPLIVTFHLYGGIILLLLIFISIAGILYKFQDVLLYFPEQPSSSRLYVPMPTGIPHENIFIRTKDGIRLNLILIRYTGDNSPYSPTIIYFHGNAGNIGHRLPNALLMLVNLKVNLLLVDYRGYGKSEGEASEEGLYLDSEAVLDYVMTRPDLDKTKIFLFGRSLGGAVAIHLASENSHRISAIMVENTFLSIPHMASTLFSFFPMRYLPLWCYKNKFLSYRKISQCRMPSLFISGLSDQLIPPVMMKQLYELSPSRTKRLAIFPDGTHND.... Result: 1 (interaction). (4) The miRNA is hsa-miR-655-5p with sequence AGAGGUUAUCCGUGUUAUGUUC. The protein sequence of the target gene is MSLTSWFLVSSGGTRHRLPREMIFVGRDDCELMLQSRSVDKQHAVINYDASTDEHLVKDLGSLNGTFVNDVRIPEQTYITLKLEDKLRFGYDTNLFTVVQGEMRVPEEALKHEKFTIQLQLSQKSSESELSKSASAKSIDSKVADAATEVQHKTTEALKSEEKAMDISAMPRGTPLYGQPSWWGDDEVDEKRAFKTNGKPEEKNHEAGTSGCGIDAKQVEEQSAAANEEVLFPFCREPSYFEIPTKEFQQPSQITESTIHEIPTKDTPSSHITGAGHASFTIEFDDSTPGKVTIRDHVTK.... Result: 0 (no interaction). (5) The miRNA is hsa-miR-92a-3p with sequence UAUUGCACUUGUCCCGGCCUGU. The protein sequence of the target gene is MATAAETSASEPEAESKAGPKADGEEDEVKAARTRRKVLSRAVAAATYKTMGPAWDQQEEGVSESDGDEYAMASSAESSPGEYEWEYDEEEEKNQLEIERLEEQLSINVYDYNCHVDLIRLLRLEGELTKVRMARQKMSEIFPLTEELWLEWLHDEISMAQDGLDREHVYDLFEKAVKDYICPNIWLEYGQYSVGGIGQKGGLEKVRSVFERALSSVGLHMTKGLALWEAYREFESAIVEAARLEKVHSLFRRQLAIPLYDMEATFAEYEEWSEDPIPESVIQNYNKALQQLEKYKPYEE.... Result: 1 (interaction). (6) The miRNA is mmu-miR-292a-5p with sequence ACUCAAACUGGGGGCUCUUUUG. The protein sequence of the target gene is MGQALSIKSCDFHAAENNEEHYTKAISSQHLTLRRGQSFTITLNFRAPTHTFLSALKKVALIAQTGEQPSKINKTQAIFPISSLGDQKGWSAAVEERDAQHWTVSVTTPVDAVIGHYSLLLQVSGKKQYPLGQFTLLFNPWNRDDAVFLQNEAERTEYVLNQNGFIYLGTADCIQEEPWDFGQFEKDVMDLSLKLLSMDKQVKDWNQPAHVARVVGALLHALKKKSVLPISQTQAAQEGALLYKRRGSVPILRQWLTGQGRAVYETQAWVSAAVACTVLRCLGIPARVVTTFDSAQGTVG.... Result: 1 (interaction). (7) The miRNA is hsa-miR-377-5p with sequence AGAGGUUGCCCUUGGUGAAUUC. The protein sequence of the target gene is MHKRKGPPGPPGRGAAAARQLGLLVDLSPDGLMIPEDGANDEELEAEFLALVGGQPPALEKLKGKGPLPMEAIEKMASLCMRDPDEDEEEGTDEDDLEADDDLLAELNEVLGEEQKASETPPPVAQPKPEAPHPGLETTLQERLALYQTAIESARQAGDSAKMRRYDRGLKTLENLLASIRKGNAIDEADIPPPVAIGKGPASTPTYSPAPTQPAPRIASAPEPRVTLEGPSATAPASSPGLAKPQMPPGPCSPGPLAQLQSRQRDYKLAALHAKQQGDTTAAARHFRVAKSFDAVLEAL.... Result: 1 (interaction). (8) The miRNA is hsa-miR-520d-3p with sequence AAAGUGCUUCUCUUUGGUGGGU. The protein sequence of the target gene is MFFSEARARSRTWEASPSEHRKWVEVFKACDEDHKGYLSREDFKTAVVMLFGYKPSKIEVDSVMSSINPNTSGILLEGFLNIVRKKKEAQRYRNEVRHIFTAFDTYYRGFLTLEDFKKAFRQVAPKLPERTVLEVFREVDRDSDGHVSFRDFEYALNYGQKEA. Result: 1 (interaction). (9) The miRNA is hsa-miR-138-5p with sequence AGCUGGUGUUGUGAAUCAGGCCG. The protein sequence of the target gene is MALDGIRMPDGCYADGTWELSVHVTDLNRDVTLRVTGEVHIGGVMLKLVEKLDVKKDWSDHALWWEKKRTWLLKTHWTLDKYGIQADAKLQFTPQHKLLRLQLPNMKYVKVKVNFSDRVFKAVSDICKTFNIRHPEELSLLKKPRDPTKKKKKKLDDQSEDEALELEGPLITPGSGSIYSSPGLYSKTMTPTYDAHDGSPLSPTSAWFGDSALSEGNPGILAVSQPITSPEILAKMFKPQALLDKAKINQGWLDSSRSLMEQDVKENEALLLRFKYYSFFDLNPKYDAIRINQLYEQAKW.... Result: 1 (interaction). (10) The miRNA is hsa-miR-889-5p with sequence AAUGGCUGUCCGUAGUAUGGUC. The protein sequence of the target gene is MCPQLAGAGSMGSPGATTGWGLLDYKTEKYVMTRNWRVGALQRLLQFGIVVYVVGWALLAKKGYQERDLEPQFSIITKLKGVSVTQIKELGNRLWDVADFVKPPQGENVFFLVTNFLVTPAQVQGRCPEHPSVPLANCWVDEDCPEGEGGTHSHGVKTGQCVVFNGTHRTCEIWSWCPVESGVVPSRPLLAQAQNFTLFIKNTVTFSKFNFSKSNALETWDPTYFKHCRYEPQFSPYCPVFRIGDLVAKAGGTFEDLALLGGSVGIRVHWDCDLDTGDSGCWPHYSFQLQEKSYNFRTAT.... Result: 0 (no interaction).